From a dataset of Reaction yield outcomes from USPTO patents with 853,638 reactions. Predict the reaction yield, written as a fraction of the theoretical maximum amount of product (1.0 means a 100% yield; for example, 0.34 means a 34% yield). (1) The reactants are [CH2:1]([O:3][C:4](=[O:16])[CH2:5][CH2:6][CH2:7][O:8][C:9]1[CH:10]=[N:11][C:12](Br)=[CH:13][CH:14]=1)[CH3:2].[OH:17][C:18]1[CH:19]=[C:20](B(O)O)[CH:21]=[CH:22][CH:23]=1.C([O-])([O-])=O.[Na+].[Na+].N#N. The catalyst is COCCOC.Cl[Pd](Cl)([P](C1C=CC=CC=1)(C1C=CC=CC=1)C1C=CC=CC=1)[P](C1C=CC=CC=1)(C1C=CC=CC=1)C1C=CC=CC=1.O. The product is [CH2:1]([O:3][C:4](=[O:16])[CH2:5][CH2:6][CH2:7][O:8][C:9]1[CH:10]=[N:11][C:12]([C:22]2[CH:21]=[CH:20][CH:19]=[C:18]([OH:17])[CH:23]=2)=[CH:13][CH:14]=1)[CH3:2]. The yield is 0.410. (2) The reactants are [Br:1][C:2]1[C:3](=[O:9])[NH:4][N:5]=[C:6]([Cl:8])[CH:7]=1.[C:10](=O)([O-])[O-].[Cs+].[Cs+].IC. The catalyst is CN(C=O)C. The product is [Br:1][C:2]1[C:3](=[O:9])[N:4]([CH3:10])[N:5]=[C:6]([Cl:8])[CH:7]=1. The yield is 0.750.